The task is: Predict the product of the given reaction.. This data is from Forward reaction prediction with 1.9M reactions from USPTO patents (1976-2016). (1) Given the reactants [NH2:1][CH2:2][CH:3]1[CH2:6][CH2:5][N:4]1[C:7]([O:9][C:10]([CH3:13])([CH3:12])[CH3:11])=[O:8].C(N(CC)CC)C.Br[CH:22]([CH2:27][CH3:28])[C:23]([O:25][CH3:26])=[O:24].O, predict the reaction product. The product is: [CH3:26][O:25][C:23](=[O:24])[CH:22]([NH:1][CH2:2][CH:3]1[CH2:6][CH2:5][N:4]1[C:7]([O:9][C:10]([CH3:13])([CH3:12])[CH3:11])=[O:8])[CH2:27][CH3:28]. (2) Given the reactants [CH:1](=[C:7]1[CH2:16][CH2:15][C:10]2(OCC[O:11]2)[CH2:9][CH2:8]1)[CH2:2][CH2:3][CH2:4][CH2:5][CH3:6], predict the reaction product. The product is: [CH2:1]([CH:7]1[CH2:8][CH2:9][C:10](=[O:11])[CH2:15][CH2:16]1)[CH2:2][CH2:3][CH2:4][CH2:5][CH3:6]. (3) Given the reactants [OH:1][N:2]1[C:6]([I:7])=[C:5]([I:8])[CH:4]=[N:3]1.[CH3:9][N:10]([C:14]1[CH:19]=[CH:18][CH:17]=[CH:16][CH:15]=1)[C:11](Cl)=[O:12], predict the reaction product. The product is: [I:8][C:5]1[CH:4]=[N:3][N:2]([O:1][C:11](=[O:12])[N:10]([CH3:9])[C:14]2[CH:19]=[CH:18][CH:17]=[CH:16][CH:15]=2)[C:6]=1[I:7]. (4) Given the reactants [CH2:1]([N:8]1[CH2:12][CH2:11][C@@H:10]([N:13](C(OC(C)(C)C)=O)[C:14]2[N:15]=[CH:16][C:17](/[CH:20]=[CH:21]/[C:22]([O:24][CH2:25][CH3:26])=[O:23])=[N:18][CH:19]=2)[CH2:9]1)[C:2]1[CH:7]=[CH:6][CH:5]=[CH:4][CH:3]=1.C1(OC)C=CC=CC=1.FC(F)(F)C(O)=O.C([O-])(O)=O.[Na+], predict the reaction product. The product is: [CH2:1]([N:8]1[CH2:12][CH2:11][C@@H:10]([NH:13][C:14]2[N:15]=[CH:16][C:17](/[CH:20]=[CH:21]/[C:22]([O:24][CH2:25][CH3:26])=[O:23])=[N:18][CH:19]=2)[CH2:9]1)[C:2]1[CH:3]=[CH:4][CH:5]=[CH:6][CH:7]=1. (5) Given the reactants COC1C=CC(C[NH:8][CH2:9][CH2:10][NH:11][C:12]([C:14]2[S:15][CH:16]=[CH:17][C:18]=2[NH:19][C:20]2[CH:25]=[CH:24][N:23]=[C:22]3[NH:26][CH:27]=[CH:28][C:21]=23)=[O:13])=CC=1.[Cl:31][C:32]1[CH:33]=[C:34]([CH:37]=[CH:38][C:39]=1[F:40])[CH:35]=O, predict the reaction product. The product is: [Cl:31][C:32]1[CH:33]=[C:34]([CH:37]=[CH:38][C:39]=1[F:40])[CH2:35][NH:8][CH2:9][CH2:10][NH:11][C:12]([C:14]1[S:15][CH:16]=[CH:17][C:18]=1[NH:19][C:20]1[CH:25]=[CH:24][N:23]=[C:22]2[NH:26][CH:27]=[CH:28][C:21]=12)=[O:13].